Dataset: Forward reaction prediction with 1.9M reactions from USPTO patents (1976-2016). Task: Predict the product of the given reaction. (1) Given the reactants [CH3:1][C:2]1([CH3:40])[O:7][C:6]2[CH:8]=[CH:9][C:10]([C@H:12]3[O:16][C:15](=[O:17])[N:14]([CH2:18][CH2:19][C:20]4[CH:39]=[CH:38][C:23]([O:24][CH2:25][CH2:26][O:27][CH2:28][C:29]5[CH:30]=[C:31]([CH:35]=[CH:36][CH:37]=5)[C:32](O)=[O:33])=[CH:22][CH:21]=4)[CH2:13]3)=[CH:11][C:5]=2[CH2:4][O:3]1.[CH:41]([NH2:44])([CH3:43])[CH3:42].C(N(C(C)C)CC)(C)C.F[P-](F)(F)(F)(F)F.N1(OC(N(C)C)=[N+](C)C)C2C=CC=CC=2N=N1, predict the reaction product. The product is: [CH3:1][C:2]1([CH3:40])[O:7][C:6]2[CH:8]=[CH:9][C:10]([C@H:12]3[O:16][C:15](=[O:17])[N:14]([CH2:18][CH2:19][C:20]4[CH:39]=[CH:38][C:23]([O:24][CH2:25][CH2:26][O:27][CH2:28][C:29]5[CH:30]=[C:31]([CH:35]=[CH:36][CH:37]=5)[C:32]([NH:44][CH:41]([CH3:43])[CH3:42])=[O:33])=[CH:22][CH:21]=4)[CH2:13]3)=[CH:11][C:5]=2[CH2:4][O:3]1. (2) Given the reactants [CH3:1][O:2][C:3](=[O:12])[C:4]1[CH:9]=[CH:8][CH:7]=[CH:6][C:5]=1[CH2:10]Br.[NH:13]1[CH2:18][CH2:17][O:16][CH2:15][CH2:14]1.Cl, predict the reaction product. The product is: [CH3:1][O:2][C:3](=[O:12])[C:4]1[CH:9]=[CH:8][CH:7]=[CH:6][C:5]=1[CH2:10][N:13]1[CH2:18][CH2:17][O:16][CH2:15][CH2:14]1. (3) Given the reactants [CH:1]([N:4]1[C:8]([C:9]2[N:10]=[C:11]3[C:17]4[CH:18]=[N:19][C:20]([N:22]5[CH2:27][CH2:26][N:25]([CH2:28][C:29](O)=[O:30])[CH2:24][CH2:23]5)=[CH:21][C:16]=4[O:15][CH2:14][CH2:13][N:12]3[CH:32]=2)=[N:7][CH:6]=[N:5]1)([CH3:3])[CH3:2].C[N:34](C)C=O.C(N(CC)C(C)C)(C)C.F[P-](F)(F)(F)(F)F.C[N+](C)=C(N(C)C)ON1C2N=CC=CC=2N=N1, predict the reaction product. The product is: [CH:1]([N:4]1[C:8]([C:9]2[N:10]=[C:11]3[C:17]4[CH:18]=[N:19][C:20]([N:22]5[CH2:23][CH2:24][N:25]([CH2:28][C:29]([NH2:34])=[O:30])[CH2:26][CH2:27]5)=[CH:21][C:16]=4[O:15][CH2:14][CH2:13][N:12]3[CH:32]=2)=[N:7][CH:6]=[N:5]1)([CH3:3])[CH3:2]. (4) Given the reactants [F:1][CH:2]([F:28])[CH2:3][CH2:4][C:5]([C:16]1[CH:21]=[CH:20][C:19]([NH:22][C:23](=[O:27])/[CH:24]=N/O)=[CH:18][CH:17]=1)([CH2:11][CH2:12][CH:13]([F:15])[F:14])[C:6]([O:8][CH2:9][CH3:10])=[O:7].S(=O)(=O)(O)[OH:30], predict the reaction product. The product is: [F:14][CH:13]([F:15])[CH2:12][CH2:11][C:5]([C:16]1[CH:17]=[C:18]2[C:19](=[CH:20][CH:21]=1)[NH:22][C:23](=[O:27])[C:24]2=[O:30])([CH2:4][CH2:3][CH:2]([F:1])[F:28])[C:6]([O:8][CH2:9][CH3:10])=[O:7]. (5) Given the reactants [OH:1][C:2]1[C:3]([CH3:15])=[C:4]2[C:9](=[C:10]([CH3:13])[C:11]=1[CH3:12])[O:8][C:7](=[O:14])[CH2:6][CH2:5]2.[CH:16]([Si:19](Cl)([CH:23]([CH3:25])[CH3:24])[CH:20]([CH3:22])[CH3:21])([CH3:18])[CH3:17].N1C=CN=C1, predict the reaction product. The product is: [CH3:15][C:3]1[C:2]([O:1][Si:19]([CH:23]([CH3:25])[CH3:24])([CH:20]([CH3:22])[CH3:21])[CH:16]([CH3:18])[CH3:17])=[C:11]([CH3:12])[C:10]([CH3:13])=[C:9]2[C:4]=1[CH2:5][CH2:6][C:7](=[O:14])[O:8]2. (6) Given the reactants Cl[C:2]1[C:11]2[C:6](=[CH:7][C:8]([O:14][CH3:15])=[C:9]([O:12][CH3:13])[CH:10]=2)[N:5]=[CH:4][CH:3]=1.[CH3:16][C:17]1[CH:18]=[CH:19][CH:20]=[C:21]([OH:28])[C:22]=1[C:23]([O:25][CH2:26][CH3:27])=[O:24], predict the reaction product. The product is: [CH3:13][O:12][C:9]1[CH:10]=[C:11]2[C:6](=[CH:7][C:8]=1[O:14][CH3:15])[N:5]=[CH:4][CH:3]=[C:2]2[O:28][C:21]1[CH:20]=[CH:19][CH:18]=[C:17]([CH3:16])[C:22]=1[C:23]([O:25][CH2:26][CH3:27])=[O:24]. (7) Given the reactants C(N(CC)C(C)C)(C)C.[N+:10]([CH2:13][C:14]([C:16]1[CH:21]=[C:20]([F:22])[CH:19]=[CH:18][C:17]=1[F:23])=[O:15])([O-:12])=[O:11].I[CH2:25][C:26]([CH2:28]I)=[CH2:27], predict the reaction product. The product is: [CH2:25]=[C:26]1[CH2:28][C:13]([N+:10]([O-:12])=[O:11])=[C:14]([C:16]2[CH:21]=[C:20]([F:22])[CH:19]=[CH:18][C:17]=2[F:23])[O:15][CH2:27]1.